Dataset: Catalyst prediction with 721,799 reactions and 888 catalyst types from USPTO. Task: Predict which catalyst facilitates the given reaction. (1) Reactant: [CH2:1]([O:8][N:9]1[C:12]2([CH:17]=[CH:16][C:15]([OH:20])([CH2:18]O)[CH:14]([O:21][Si:22]([C:25]([CH3:28])([CH3:27])[CH3:26])([CH3:24])[CH3:23])[CH:13]2[O:29][Si:30]([CH3:33])([CH3:32])[CH3:31])[CH2:11][C:10]1=[O:34])[C:2]1[CH:7]=[CH:6][CH:5]=[CH:4][CH:3]=1.C(N(C(C)C)C(C)C)C.Cl[C:45]([O:47][CH2:48][CH3:49])=[O:46].CCCCCC.CCOC(C)=O. Product: [CH2:1]([O:8][N:9]1[C:12]2([CH:17]=[CH:16][C:15]([OH:20])([CH2:18][C:45]([O:47][CH2:48][CH3:49])=[O:46])[CH:14]([O:21][Si:22]([C:25]([CH3:26])([CH3:27])[CH3:28])([CH3:23])[CH3:24])[CH:13]2[O:29][Si:30]([CH3:31])([CH3:32])[CH3:33])[CH2:11][C:10]1=[O:34])[C:2]1[CH:3]=[CH:4][CH:5]=[CH:6][CH:7]=1. The catalyst class is: 79. (2) Reactant: [CH3:1][O:2][C:3]1[C:12]([O:13][CH3:14])=[C:11]2[C:6]([C:7](=[O:20])[C:8]([C:15]([O:17][CH2:18][CH3:19])=[O:16])=[CH:9][NH:10]2)=[CH:5][CH:4]=1.C(=O)([O-])[O-].[K+].[K+].P(OCC)(OCC)(O[CH2:30][CH3:31])=O. Product: [CH2:30]([N:10]1[C:11]2[C:6](=[CH:5][CH:4]=[C:3]([O:2][CH3:1])[C:12]=2[O:13][CH3:14])[C:7](=[O:20])[C:8]([C:15]([O:17][CH2:18][CH3:19])=[O:16])=[CH:9]1)[CH3:31]. The catalyst class is: 6. (3) Reactant: C([N:8]1[CH2:14][CH2:13][C:12]2[C:15](Cl)=[N:16][C:17]([CH2:19][C:20]3[CH:25]=[CH:24][C:23]([CH3:26])=[CH:22][CH:21]=3)=[N:18][C:11]=2[CH2:10][CH2:9]1)C1C=CC=CC=1.C([O-])=O.[NH4+]. Product: [CH3:26][C:23]1[CH:22]=[CH:21][C:20]([CH2:19][C:17]2[N:16]=[CH:15][C:12]3[CH2:13][CH2:14][NH:8][CH2:9][CH2:10][C:11]=3[N:18]=2)=[CH:25][CH:24]=1. The catalyst class is: 63. (4) Reactant: [OH:1][C:2]1[CH:28]=[CH:27][C:26]([Cl:29])=[CH:25][C:3]=1[CH2:4][NH:5][C:6]([NH:8][C:9]1[N:13]([C:14]2[CH:19]=[CH:18][C:17]([CH3:20])=[CH:16][CH:15]=2)[N:12]=[C:11]([C:21]([CH3:24])([CH3:23])[CH3:22])[CH:10]=1)=[O:7].[Cl:30][C:31]1[N:36]=[C:35](Cl)[CH:34]=[CH:33][N:32]=1.[OH-].[Na+]. Product: [Cl:30][C:31]1[N:36]=[C:35]([O:1][C:2]2[CH:28]=[CH:27][C:26]([Cl:29])=[CH:25][C:3]=2[CH2:4][NH:5][C:6]([NH:8][C:9]2[N:13]([C:14]3[CH:15]=[CH:16][C:17]([CH3:20])=[CH:18][CH:19]=3)[N:12]=[C:11]([C:21]([CH3:23])([CH3:24])[CH3:22])[CH:10]=2)=[O:7])[CH:34]=[CH:33][N:32]=1. The catalyst class is: 21. (5) Reactant: [C:1]([C:3]1[C:4]([NH:15][C:16]2[C:17]([CH3:25])=[C:18]3[C:22](=[CH:23][CH:24]=2)[NH:21][CH:20]=[CH:19]3)=[C:5]2[CH:11]=[C:10]([C:12]([OH:14])=O)[S:9][C:6]2=[N:7][CH:8]=1)#[N:2].[NH:26]1[CH2:30][CH2:29][CH2:28][CH2:27]1.Cl.CN(C)CCCN=C=NCC. Product: [CH3:25][C:17]1[C:16]([NH:15][C:4]2[C:3]([C:1]#[N:2])=[CH:8][N:7]=[C:6]3[S:9][C:10]([C:12]([N:26]4[CH2:30][CH2:29][CH2:28][CH2:27]4)=[O:14])=[CH:11][C:5]=23)=[CH:24][CH:23]=[C:22]2[C:18]=1[CH:19]=[CH:20][NH:21]2. The catalyst class is: 4.